Dataset: HIV replication inhibition screening data with 41,000+ compounds from the AIDS Antiviral Screen. Task: Binary Classification. Given a drug SMILES string, predict its activity (active/inactive) in a high-throughput screening assay against a specified biological target. The compound is COc1cc(COC(=O)N2CCC2C(=O)O)c([N+](=O)[O-])cc1OC. The result is 0 (inactive).